Dataset: NCI-60 drug combinations with 297,098 pairs across 59 cell lines. Task: Regression. Given two drug SMILES strings and cell line genomic features, predict the synergy score measuring deviation from expected non-interaction effect. (1) Drug 1: C1CC(C1)(C(=O)O)C(=O)O.[NH2-].[NH2-].[Pt+2]. Drug 2: C1=NC2=C(N=C(N=C2N1C3C(C(C(O3)CO)O)F)Cl)N. Cell line: SK-MEL-5. Synergy scores: CSS=11.0, Synergy_ZIP=-5.00, Synergy_Bliss=0.206, Synergy_Loewe=-10.6, Synergy_HSA=1.58. (2) Drug 1: CCCS(=O)(=O)NC1=C(C(=C(C=C1)F)C(=O)C2=CNC3=C2C=C(C=N3)C4=CC=C(C=C4)Cl)F. Drug 2: CCC1=C2CN3C(=CC4=C(C3=O)COC(=O)C4(CC)O)C2=NC5=C1C=C(C=C5)O. Cell line: SK-MEL-5. Synergy scores: CSS=36.4, Synergy_ZIP=-8.51, Synergy_Bliss=-5.04, Synergy_Loewe=-14.5, Synergy_HSA=-3.21.